The task is: Predict the reactants needed to synthesize the given product.. This data is from Full USPTO retrosynthesis dataset with 1.9M reactions from patents (1976-2016). (1) Given the product [C:13]([O:2][C:1]1[CH:8]=[CH:7][CH:6]=[CH:5][C:3]=1[O:4][C:20](=[O:27])[C:21]1[CH:26]=[CH:25][CH:24]=[CH:23][CH:22]=1)(=[O:9])[C:12]1[CH:17]=[CH:16][CH:15]=[CH:10][CH:11]=1, predict the reactants needed to synthesize it. The reactants are: [C:1]1([C:3](=[CH:5][CH:6]=[CH:7][CH:8]=1)[OH:4])[OH:2].[O:9]1[CH2:13][CH2:12][CH2:11][CH2:10]1.N1C=C[CH:17]=[CH:16][CH:15]=1.[C:20](Cl)(=[O:27])[C:21]1[CH:26]=[CH:25][CH:24]=[CH:23][CH:22]=1. (2) Given the product [CH3:14][N:15](/[CH:17]=[C:8]1/[C:9](=[O:13])[C:10]2[CH:11]=[N:12][C:3]([S:2][CH3:1])=[N:4][C:5]=2[CH2:6][CH2:7]/1)[CH3:16], predict the reactants needed to synthesize it. The reactants are: [CH3:1][S:2][C:3]1[N:12]=[CH:11][C:10]2[C:9](=[O:13])[CH2:8][CH2:7][CH2:6][C:5]=2[N:4]=1.[CH3:14][N:15]([CH:17](OC)OC)[CH3:16]. (3) Given the product [O:6]=[C:7]1[CH2:12][CH2:11][CH2:10][CH:9]([C:13]([O:15][CH3:16])=[O:14])[CH2:8]1, predict the reactants needed to synthesize it. The reactants are: Br([O-])(=O)=O.[Na+].[OH:6][CH:7]1[CH2:12][CH2:11][CH2:10][CH:9]([C:13]([O:15][CH3:16])=[O:14])[CH2:8]1.C(O)(C)C.